Dataset: Reaction yield outcomes from USPTO patents with 853,638 reactions. Task: Predict the reaction yield, written as a fraction of the theoretical maximum amount of product (1.0 means a 100% yield; for example, 0.34 means a 34% yield). The catalyst is O1CCCC1. The reactants are [S:1]1[CH2:6][CH2:5][CH2:4][CH:3]([OH:7])[CH2:2]1.C(N(CC)CC)C.[C:15](Cl)(=[O:19])[C:16]([CH3:18])=[CH2:17].[OH-].[Na+]. The yield is 0.540. The product is [C:15]([O:7][CH:3]1[CH2:4][CH2:5][CH2:6][S:1][CH2:2]1)(=[O:19])[C:16]([CH3:18])=[CH2:17].